The task is: Predict the reaction yield, written as a fraction of the theoretical maximum amount of product (1.0 means a 100% yield; for example, 0.34 means a 34% yield).. This data is from Reaction yield outcomes from USPTO patents with 853,638 reactions. (1) The reactants are O.O.Cl[Sn]Cl.[F:6][C:7]1[CH:8]=[CH:9][C:10]([O:16][C:17]2[CH:22]=[CH:21][CH:20]=[CH:19][CH:18]=2)=[C:11]([N+:13]([O-])=O)[CH:12]=1. The catalyst is C(O)C. The product is [F:6][C:7]1[CH:8]=[CH:9][C:10]([O:16][C:17]2[CH:22]=[CH:21][CH:20]=[CH:19][CH:18]=2)=[C:11]([CH:12]=1)[NH2:13]. The yield is 1.00. (2) The reactants are C([O:5][C:6](=[O:42])[C:7]1[CH:12]=[CH:11][C:10]([O:13][CH2:14][CH2:15][O:16]/[N:17]=[CH:18]/[C:19]2[CH:24]=[CH:23][C:22]([C:25]([CH3:28])([CH3:27])[CH3:26])=[CH:21][CH:20]=2)=[CH:9][C:8]=1[O:29][C:30](=[O:41])[C:31]1[CH:36]=[CH:35][C:34]([C:37]([F:40])([F:39])[F:38])=[CH:33][CH:32]=1)(C)(C)C.FC(F)(F)C(O)=O. The catalyst is C(Cl)Cl.[Cl-].[Na+].O. The product is [C:25]([C:22]1[CH:23]=[CH:24][C:19](/[CH:18]=[N:17]/[O:16][CH2:15][CH2:14][O:13][C:10]2[CH:11]=[CH:12][C:7]([C:6]([OH:42])=[O:5])=[C:8]([O:29][C:30](=[O:41])[C:31]3[CH:32]=[CH:33][C:34]([C:37]([F:39])([F:40])[F:38])=[CH:35][CH:36]=3)[CH:9]=2)=[CH:20][CH:21]=1)([CH3:28])([CH3:26])[CH3:27]. The yield is 0.860. (3) The reactants are [CH3:1][N:2]([CH3:19])[CH2:3][CH2:4][N:5]1[C:14]2[C:9](=[CH:10][C:11]([N+:15]([O-:17])=[O:16])=[CH:12][CH:13]=2)[CH2:8][CH2:7][C:6]1=O.B. The catalyst is C1COCC1. The product is [CH3:1][N:2]([CH3:19])[CH2:3][CH2:4][N:5]1[C:14]2[C:9](=[CH:10][C:11]([N+:15]([O-:17])=[O:16])=[CH:12][CH:13]=2)[CH2:8][CH2:7][CH2:6]1. The yield is 0.631. (4) The reactants are [CH2:1]([O:8][C:9]1[CH:14]=[CH:13][C:12](Br)=[CH:11][C:10]=1[O:16][CH3:17])[C:2]1[CH:7]=[CH:6][CH:5]=[CH:4][CH:3]=1.C([Li])CCC.[CH2:23]([O:30][C:31]1[CH:38]=[CH:37][C:34]([CH:35]=[O:36])=[CH:33][C:32]=1[O:39][CH3:40])[C:24]1[CH:29]=[CH:28][CH:27]=[CH:26][CH:25]=1. The catalyst is C1COCC1. The product is [CH2:1]([O:8][C:9]1[CH:14]=[CH:13][C:12]([CH:35]([C:34]2[CH:37]=[CH:38][C:31]([O:30][CH2:23][C:24]3[CH:25]=[CH:26][CH:27]=[CH:28][CH:29]=3)=[C:32]([O:39][CH3:40])[CH:33]=2)[OH:36])=[CH:11][C:10]=1[O:16][CH3:17])[C:2]1[CH:7]=[CH:6][CH:5]=[CH:4][CH:3]=1. The yield is 0.550.